This data is from Reaction yield outcomes from USPTO patents with 853,638 reactions. The task is: Predict the reaction yield, written as a fraction of the theoretical maximum amount of product (1.0 means a 100% yield; for example, 0.34 means a 34% yield). (1) The reactants are [CH:1]([N:4]1[CH2:9][CH2:8][N:7]([C:10]([CH:12]2[CH2:17][CH2:16][C:15](=O)[CH2:14][CH2:13]2)=[O:11])[CH2:6][CH2:5]1)([CH3:3])[CH3:2].[CH3:19][C:20]1[CH:21]=[CH:22][C:23]([NH2:26])=[CH:24][CH:25]=1.C(O)(=O)C.C(O[BH-](OC(=O)C)OC(=O)C)(=O)C.[Na+]. The catalyst is C1COCC1. The product is [CH:1]([N:4]1[CH2:9][CH2:8][N:7]([C:10]([CH:12]2[CH2:17][CH2:16][CH:15]([NH:26][C:23]3[CH:24]=[CH:25][C:20]([CH3:19])=[CH:21][CH:22]=3)[CH2:14][CH2:13]2)=[O:11])[CH2:6][CH2:5]1)([CH3:3])[CH3:2]. The yield is 0.150. (2) The yield is 0.580. The reactants are CC([O-])(C)C.[K+].CC1C=CC(S([CH2:17][N+:18]#[C-])(=O)=O)=CC=1.[F:20][C:21]1[CH:22]=[C:23]([CH:26]=[CH:27][C:28]=1[O:29][CH3:30])[CH:24]=O.CO. The catalyst is C1COCC1.O. The product is [F:20][C:21]1[CH:22]=[C:23]([CH2:24][C:17]#[N:18])[CH:26]=[CH:27][C:28]=1[O:29][CH3:30].